Dataset: Retrosynthesis with 50K atom-mapped reactions and 10 reaction types from USPTO. Task: Predict the reactants needed to synthesize the given product. (1) Given the product CCOC(=O)C1CCN(c2ccc(C(=O)Nc3ccc(C)c(I)c3)cc2)CC1, predict the reactants needed to synthesize it. The reactants are: CCOC(=O)C1CCN(c2ccc(C(=O)O)cc2)CC1.Cc1ccc(N)cc1I. (2) Given the product O=C(Nc1cc(S(=O)(=O)NCCO)sc1Cl)c1cnn2c(C(F)(F)F)cc(-c3ccc(C(F)(F)F)cc3)nc12, predict the reactants needed to synthesize it. The reactants are: Nc1cc(S(=O)(=O)NCCO)sc1Cl.O=C(O)c1cnn2c(C(F)(F)F)cc(-c3ccc(C(F)(F)F)cc3)nc12.